From a dataset of Full USPTO retrosynthesis dataset with 1.9M reactions from patents (1976-2016). Predict the reactants needed to synthesize the given product. (1) Given the product [CH2:1]([O:8][C:9]1[CH:10]=[C:11]([CH:12]=[C:27]([N+:24]([O-:26])=[O:25])[CH2:28][CH3:29])[CH:14]=[CH:15][C:16]=1[O:17][CH3:18])[C:2]1[CH:7]=[CH:6][CH:5]=[CH:4][CH:3]=1, predict the reactants needed to synthesize it. The reactants are: [CH2:1]([O:8][C:9]1[CH:10]=[C:11]([CH:14]=[CH:15][C:16]=1[O:17][CH3:18])[CH:12]=O)[C:2]1[CH:7]=[CH:6][CH:5]=[CH:4][CH:3]=1.C([O-])(=O)C.[NH4+].[N+:24]([CH2:27][CH2:28][CH3:29])([O-:26])=[O:25]. (2) Given the product [F:1][C:2]1[CH:7]=[CH:6][CH:5]=[CH:4][C:3]=1[CH2:8][CH2:9][C:10]1[CH:15]=[CH:14][N:13]=[CH:12][C:11]=1[C:16]([O:18][CH2:19][CH3:20])=[O:17], predict the reactants needed to synthesize it. The reactants are: [F:1][C:2]1[CH:7]=[CH:6][CH:5]=[CH:4][C:3]=1/[CH:8]=[CH:9]/[C:10]1[CH:15]=[CH:14][N:13]=[CH:12][C:11]=1[C:16]([O:18][CH2:19][CH3:20])=[O:17]. (3) Given the product [C:1]([O:5][C:6](=[O:31])[N:7]([C:9]([C:23]1[CH:28]=[CH:27][C:26]([Cl:29])=[C:25]([Cl:30])[CH:24]=1)([CH2:15][N:16]([C:18](=[O:22])[CH:19]([CH3:20])[CH3:21])[CH3:17])[CH2:10][CH:11]=[O:14])[CH3:8])([CH3:3])([CH3:4])[CH3:2], predict the reactants needed to synthesize it. The reactants are: [C:1]([O:5][C:6](=[O:31])[N:7]([C:9]([C:23]1[CH:28]=[CH:27][C:26]([Cl:29])=[C:25]([Cl:30])[CH:24]=1)([CH2:15][N:16]([C:18](=[O:22])[CH:19]([CH3:21])[CH3:20])[CH3:17])[CH2:10][CH:11]([OH:14])CO)[CH3:8])([CH3:4])([CH3:3])[CH3:2].I([O-])(=O)(=O)=O.[Na+]. (4) Given the product [NH2:26][C:22]1[N:23]=[CH:24][N:25]=[C:20]([NH:1][C@H:2]([C:4]2[N:13]([CH:14]3[CH2:16][CH2:15]3)[C:12](=[O:17])[C:11]3[C:6](=[CH:7][CH:8]=[CH:9][C:10]=3[Cl:18])[N:5]=2)[CH3:3])[C:21]=1[C:27]1[N:31]=[C:30]([CH2:32][CH3:33])[O:29][N:28]=1, predict the reactants needed to synthesize it. The reactants are: [NH2:1][C@H:2]([C:4]1[N:13]([CH:14]2[CH2:16][CH2:15]2)[C:12](=[O:17])[C:11]2[C:6](=[CH:7][CH:8]=[CH:9][C:10]=2[Cl:18])[N:5]=1)[CH3:3].Cl[C:20]1[N:25]=[CH:24][N:23]=[C:22]([NH2:26])[C:21]=1[C:27]1[N:31]=[C:30]([CH2:32][CH3:33])[O:29][N:28]=1.CCN(C(C)C)C(C)C.